This data is from Full USPTO retrosynthesis dataset with 1.9M reactions from patents (1976-2016). The task is: Predict the reactants needed to synthesize the given product. (1) Given the product [Cl:19][C:3]1[C:4]([Cl:18])=[C:5]([C:8]([OH:17])([C:13]([F:16])([F:15])[F:14])[C:9]([F:12])([F:11])[F:10])[CH:6]=[CH:7][C:2]=1[C:28]1[S:27][C:26]([C:24](=[O:25])[NH:23][CH2:22][C:21]([OH:20])([CH3:35])[CH3:36])=[N:30][C:29]=1[C:31]([O:33][CH3:34])=[O:32], predict the reactants needed to synthesize it. The reactants are: Br[C:2]1[CH:7]=[CH:6][C:5]([C:8]([OH:17])([C:13]([F:16])([F:15])[F:14])[C:9]([F:12])([F:11])[F:10])=[C:4]([Cl:18])[C:3]=1[Cl:19].[OH:20][C:21]([CH3:36])([CH3:35])[CH2:22][NH:23][C:24]([C:26]1[S:27][CH:28]=[C:29]([C:31]([O:33][CH3:34])=[O:32])[N:30]=1)=[O:25].CC([O-])=O.[K+].C1C=CC(P(C2C=CC=CC=2)C2C=CC=CC=2)=CC=1. (2) Given the product [CH2:12]([O:11][C@@H:8]1[CH2:9][CH2:10][C@H:5]([CH2:4][NH2:1])[CH2:6][CH2:7]1)[C:13]1[CH:18]=[CH:17][CH:16]=[CH:15][CH:14]=1, predict the reactants needed to synthesize it. The reactants are: [N:1]([CH2:4][C@@H:5]1[CH2:10][CH2:9][C@H:8]([O:11][CH2:12][C:13]2[CH:18]=[CH:17][CH:16]=[CH:15][CH:14]=2)[CH2:7][CH2:6]1)=[N+]=[N-].[H-].[H-].[H-].[H-].[Li+].[Al+3]. (3) Given the product [S:16]1[C:17]2[C:18](=[N:19][CH:20]=[CH:21][CH:22]=2)[N:23]=[C:15]1[O:14][C:11]1[CH:12]=[CH:13][C:7]2[CH:6]=[C:5]([CH2:3][OH:2])[S:9][C:8]=2[CH:10]=1, predict the reactants needed to synthesize it. The reactants are: C[O:2][C:3]([C:5]1[S:9][C:8]2[CH:10]=[C:11]([O:14][C:15]3[S:16][C:17]4[C:18]([N:23]=3)=[N:19][CH:20]=[CH:21][CH:22]=4)[CH:12]=[CH:13][C:7]=2[CH:6]=1)=O.[H-].[H-].[H-].[H-].[Li+].[Al+3].[C@H](O)(C([O-])=O)[C@@H](O)C([O-])=O.[Na+].[K+]. (4) Given the product [N:18]1[CH:19]=[CH:20][CH:21]=[CH:22][C:17]=1[CH2:16][O:15][C:11]1[N:10]=[C:9]2[CH:5]([OH:4])[CH2:6][CH2:7][C:8]2=[C:13]([C:27]2[CH:28]=[N:23][CH:24]=[N:25][CH:26]=2)[CH:12]=1.[ClH:14].[N:18]1[CH:19]=[CH:20][CH:21]=[CH:22][C:17]=1[CH2:16][O:15][C:11]1[N:10]=[C:9]2[CH:5]([OH:4])[CH2:6][CH2:7][C:8]2=[C:13]([C:27]2[CH:28]=[N:23][CH:24]=[N:25][CH:26]=2)[CH:12]=1, predict the reactants needed to synthesize it. The reactants are: C([O:4][CH:5]1[C:9]2=[N:10][C:11]([O:15][CH2:16][C:17]3[CH:22]=[CH:21][CH:20]=[CH:19][N:18]=3)=[CH:12][C:13]([Cl:14])=[C:8]2[CH2:7][CH2:6]1)(=O)C.[N:23]1[CH:28]=[C:27](B(O)O)[CH:26]=[N:25][CH:24]=1.Cl.CCOCC. (5) The reactants are: [F:1][C:2]1[CH:7]=[CH:6][C:5]([CH2:8][C:9]([OH:11])=[O:10])=[CH:4][CH:3]=1.[F:12][C:13]1[CH:14]=[C:15]([CH:18]=[CH:19][C:20]=1[F:21])[CH:16]=O.CC(OC(C)=O)=O.C(N(C(C)C)CC)(C)C.Cl. Given the product [F:12][C:13]1[CH:14]=[C:15]([CH:16]=[C:8]([C:5]2[CH:4]=[CH:3][C:2]([F:1])=[CH:7][CH:6]=2)[C:9]([OH:11])=[O:10])[CH:18]=[CH:19][C:20]=1[F:21], predict the reactants needed to synthesize it.